From a dataset of Retrosynthesis with 50K atom-mapped reactions and 10 reaction types from USPTO. Predict the reactants needed to synthesize the given product. (1) Given the product O=S(Cc1cnc2ccccn12)c1nc2ccccc2[nH]1, predict the reactants needed to synthesize it. The reactants are: O=C(OO)c1cccc(Cl)c1.c1ccc2[nH]c(SCc3cnc4ccccn34)nc2c1. (2) Given the product COc1ccc(N2CCOCC2)c2sc(-c3nc4c([nH]3)CCN(C(=O)c3ccc(F)cc3)CC4)nc12, predict the reactants needed to synthesize it. The reactants are: COc1ccc(N2CCOCC2)c2sc(-c3nc4c([nH]3)CCNCC4)nc12.O=C(Cl)c1ccc(F)cc1. (3) Given the product Fc1cccc(-c2sc3ncnc(Cl)c3c2Br)c1F, predict the reactants needed to synthesize it. The reactants are: CC1(C)OB(c2cccc(F)c2F)OC1(C)C.Clc1ncnc2sc(I)c(Br)c12.